Dataset: Full USPTO retrosynthesis dataset with 1.9M reactions from patents (1976-2016). Task: Predict the reactants needed to synthesize the given product. Given the product [CH3:1][O:2][C:3]1[CH:4]=[C:5]([NH:6][CH:12]([C:11]([CH3:18])([CH3:17])[CH3:10])[C:13]([OH:15])=[O:14])[CH:7]=[CH:8][CH:9]=1, predict the reactants needed to synthesize it. The reactants are: [CH3:1][O:2][C:3]1[CH:4]=[C:5]([CH:7]=[CH:8][CH:9]=1)[NH2:6].[CH3:10][C:11]([CH3:18])([CH3:17])[C:12](=O)[C:13]([OH:15])=[O:14].C(O)(=O)C.[B-]C#N.[Na+].